Task: Predict the reactants needed to synthesize the given product.. Dataset: Full USPTO retrosynthesis dataset with 1.9M reactions from patents (1976-2016) (1) Given the product [CH3:11][O:12][C:13](=[O:17])/[CH:14]=[C:15](/[O:10][C:3]1[CH:4]=[CH:5][CH:6]=[C:7]([O:8][CH3:9])[C:2]=1[F:1])\[CH3:16], predict the reactants needed to synthesize it. The reactants are: [F:1][C:2]1[C:7]([O:8][CH3:9])=[CH:6][CH:5]=[CH:4][C:3]=1[OH:10].[CH3:11][O:12][C:13](=[O:17])[C:14]#[C:15][CH3:16].N12CCCN=C1CCCCC2. (2) Given the product [CH3:21][N:22]([CH3:32])[C:23]([NH:25][CH:26]1[CH2:27][CH2:28][N:29]([C:16](=[O:18])[C:15]2[CH:14]=[CH:13][C:12](/[CH:11]=[CH:10]/[C:3]3[C:4]4[C:9](=[CH:8][CH:7]=[CH:6][CH:5]=4)[NH:1][N:2]=3)=[CH:20][CH:19]=2)[CH2:30][CH2:31]1)=[O:24], predict the reactants needed to synthesize it. The reactants are: [NH:1]1[C:9]2[C:4](=[CH:5][CH:6]=[CH:7][CH:8]=2)[C:3](/[CH:10]=[CH:11]/[C:12]2[CH:20]=[CH:19][C:15]([C:16]([OH:18])=O)=[CH:14][CH:13]=2)=[N:2]1.[CH3:21][N:22]([CH3:32])[C:23]([NH:25][CH:26]1[CH2:31][CH2:30][NH:29][CH2:28][CH2:27]1)=[O:24].O.ON1C2C=CC=CC=2N=N1.Cl.C(N=C=NCCCN(C)C)C.CN1CCOCC1. (3) Given the product [Br:9][CH2:8][C:7]1[C:2]([Cl:1])=[N:3][CH:4]=[CH:5][CH:6]=1, predict the reactants needed to synthesize it. The reactants are: [Cl:1][C:2]1[C:7]([CH3:8])=[CH:6][CH:5]=[CH:4][N:3]=1.[Br:9]N1C(=O)CCC1=O. (4) Given the product [CH2:32]([O:31][C:29]([CH2:28][N:20]([C:21]([O:23][C:24]([CH3:25])([CH3:27])[CH3:26])=[O:22])[C@H:10]([CH2:11][C:12]1[CH:13]=[CH:14][C:15]([O:18][CH3:19])=[CH:16][CH:17]=1)[C:9]([OH:34])=[O:8])=[O:30])[CH3:33], predict the reactants needed to synthesize it. The reactants are: C([O:8][C:9](=[O:34])[C@H:10]([N:20]([CH2:28][C:29]([O:31][CH2:32][CH3:33])=[O:30])[C:21]([O:23][C:24]([CH3:27])([CH3:26])[CH3:25])=[O:22])[CH2:11][C:12]1[CH:17]=[CH:16][C:15]([O:18][CH3:19])=[CH:14][CH:13]=1)C1C=CC=CC=1. (5) Given the product [CH2:28]([N:12]1[C:11]2[CH:10]=[CH:9][CH:8]=[CH:7][C:6]=2[C:5]2[C:13]1=[CH:1][CH:2]=[CH:3][CH:4]=2)[CH2:27][CH2:26][CH2:25][CH2:24][CH2:23][CH2:22][CH2:21][CH2:20][CH2:19][CH2:18][CH2:17][CH2:16][CH3:15], predict the reactants needed to synthesize it. The reactants are: [CH:1]1[C:13]2[NH:12][C:11]3[C:6](=[CH:7][CH:8]=[CH:9][CH:10]=3)[C:5]=2[CH:4]=[CH:3][CH:2]=1.Br[CH2:15][CH2:16][CH2:17][CH2:18][CH2:19][CH2:20][CH2:21][CH2:22][CH2:23][CH2:24][CH2:25][CH2:26][CH2:27][CH3:28].[OH-].[Na+].C(N1C2C=CC=CC=2C2C1=CC=CC=2)CCCCCC. (6) Given the product [CH3:8][S:9]([O:13][C@H:14]1[CH2:18][CH2:17][C@@H:16]([NH:19][C:20]2[C:21]3[N:22]([CH:29]=[CH:30][CH:31]=3)[N:23]=[CH:24][C:25]=2[C:26](=[O:27])[NH2:28])[C:15]1([CH3:33])[CH3:32])(=[O:11])=[O:10], predict the reactants needed to synthesize it. The reactants are: C(N(CC)CC)C.[CH3:8][S:9](Cl)(=[O:11])=[O:10].[OH:13][C@@H:14]1[CH2:18][CH2:17][C@H:16]([NH:19][C:20]2[C:21]3[N:22]([CH:29]=[CH:30][CH:31]=3)[N:23]=[CH:24][C:25]=2[C:26]([NH2:28])=[O:27])[C:15]1([CH3:33])[CH3:32]. (7) Given the product [NH2:32][C:27]1[CH:43]=[CH:31][CH:30]=[CH:29][C:28]=1[NH:33][C:15](=[O:17])[CH2:14][C:5]1[C:6]2[C:11](=[CH:10][C:9]([F:12])=[CH:8][C:7]=2[OH:13])[N:3]([CH2:1][CH3:2])[CH:4]=1, predict the reactants needed to synthesize it. The reactants are: [CH2:1]([N:3]1[C:11]2[C:6](=[C:7]([OH:13])[CH:8]=[C:9]([F:12])[CH:10]=2)[C:5]([CH2:14][C:15]([OH:17])=O)=[CH:4]1)[CH3:2].CN(C(ON1N=[N:33][C:28]2[CH:29]=[CH:30][CH:31]=[N:32][C:27]1=2)=[N+](C)C)C.F[P-](F)(F)(F)(F)F.N(C)[CH3:43].Cl.CCN(C(C)C)C(C)C.